This data is from Full USPTO retrosynthesis dataset with 1.9M reactions from patents (1976-2016). The task is: Predict the reactants needed to synthesize the given product. (1) Given the product [ClH:1].[ClH:39].[C:22]([C:3]1[CH:4]=[N:5][C:6]2[C:11]([C:2]=1[NH:33][C:32]1[CH:34]=[CH:35][C:29]([C:28]#[C:27][CH2:26][O:25][CH3:24])=[C:30]3[O:38][CH2:37][O:36][C:31]=13)=[C:10]([O:12][CH:13]1[CH2:18][CH2:17][N:16]([CH3:19])[CH2:15][CH2:14]1)[CH:9]=[C:8]([O:20][CH3:21])[CH:7]=2)#[N:23], predict the reactants needed to synthesize it. The reactants are: [Cl:1][C:2]1[C:11]2[C:6](=[CH:7][C:8]([O:20][CH3:21])=[CH:9][C:10]=2[O:12][CH:13]2[CH2:18][CH2:17][N:16]([CH3:19])[CH2:15][CH2:14]2)[N:5]=[CH:4][C:3]=1[C:22]#[N:23].[CH3:24][O:25][CH2:26][C:27]#[C:28][C:29]1[CH:35]=[CH:34][C:32]([NH2:33])=[C:31]2[O:36][CH2:37][O:38][C:30]=12.[ClH:39].C1(N)C(F)=C(F)C(F)=C(N)C=1F.Cl.Cl.C(#N)C. (2) Given the product [Cl:1][C:2]1[CH:7]=[CH:6][C:5]([C:8]2[NH:9][C:10]3[N:11]([N:15]=[CH:16][C:17]=3[C:18]([NH:38][CH2:35][C:36]#[CH:37])=[O:20])[C:12](=[O:14])[CH:13]=2)=[CH:4][C:3]=1[O:21][CH3:22], predict the reactants needed to synthesize it. The reactants are: [Cl:1][C:2]1[CH:7]=[CH:6][C:5]([C:8]2[NH:9][C:10]3[N:11]([N:15]=[CH:16][C:17]=3[C:18]([OH:20])=O)[C:12](=[O:14])[CH:13]=2)=[CH:4][C:3]=1[O:21][CH3:22].C1N=CN(C(N2C=NC=C2)=O)C=1.[CH2:35]([NH2:38])[C:36]#[CH:37]. (3) The reactants are: Cl.Cl.[Cl:3][C:4]1[CH:9]=[CH:8][C:7]([C:10]2[CH:15]=[CH:14][C:13]([O:16][C:17]([F:20])([F:19])[F:18])=[C:12]([CH2:21][NH:22][C@H:23]3[CH2:28][CH2:27][NH:26][CH2:25][C@H:24]3[C:29]3[CH:34]=[CH:33][CH:32]=[CH:31][CH:30]=3)[CH:11]=2)=[CH:6][CH:5]=1.[O:35]=[C:36]1[CH2:41][CH:40]([C:42](O)=[O:43])[CH2:39][C:38](=[O:45])[NH:37]1.CCN=C=NCCCN(C)C.C1C=CC2N(O)N=NC=2C=1. Given the product [Cl:3][C:4]1[CH:9]=[CH:8][C:7]([C:10]2[CH:15]=[CH:14][C:13]([O:16][C:17]([F:19])([F:20])[F:18])=[C:12]([CH2:21][NH:22][C@H:23]3[CH2:28][CH2:27][N:26]([C:42]([CH:40]4[CH2:39][C:38](=[O:45])[NH:37][C:36](=[O:35])[CH2:41]4)=[O:43])[CH2:25][C@H:24]3[C:29]3[CH:30]=[CH:31][CH:32]=[CH:33][CH:34]=3)[CH:11]=2)=[CH:6][CH:5]=1, predict the reactants needed to synthesize it. (4) Given the product [ClH:16].[CH:1]1([S:4]([N:7]2[CH2:8][CH2:9][NH:10][CH2:11][CH2:12]2)(=[O:5])=[O:6])[CH2:3][CH2:2]1, predict the reactants needed to synthesize it. The reactants are: [CH:1]1([S:4]([N:7]2[CH2:12][CH2:11][N:10](C(O)=O)[CH2:9][CH2:8]2)(=[O:6])=[O:5])[CH2:3][CH2:2]1.[Cl:16]CCl.Cl. (5) Given the product [CH3:1][C:2]1([CH3:16])[C:11]2[C:6](=[CH:7][C:8]([C:12](=[O:14])[CH3:13])=[CH:9][CH:10]=2)[C:5]([S:29][C:21]2[CH:22]=[CH:27][CH:18]=[CH:19][CH:20]=2)=[CH:4][CH2:3]1, predict the reactants needed to synthesize it. The reactants are: [CH3:1][C:2]1([CH3:16])[C:11]2[C:6](=[CH:7][C:8]([C:12](=[O:14])[CH3:13])=[CH:9][CH:10]=2)[C:5](=O)[CH2:4][CH2:3]1.C[C:18]1(C)[C:27]2[C:22](=CC(Br)=CC=2)[C:21]([S:29]C2C=CC=CC=2)=[CH:20][CH2:19]1. (6) The reactants are: [CH2:1]([O:3][C:4](=[O:26])[C:5]1[CH:10]=[C:9]([S:11][C:12]2[C:20]3[C:15](=[C:16]([F:22])[C:17]([Cl:21])=[CH:18][CH:19]=3)[NH:14][C:13]=2[CH3:23])[CH:8]=[CH:7][C:6]=1[O:24][CH3:25])[CH3:2].Br[C:28]1[CH:29]=[N:30][N:31]([CH2:33][CH2:34][CH3:35])[CH:32]=1. Given the product [CH2:1]([O:3][C:4](=[O:26])[C:5]1[CH:10]=[C:9]([S:11][C:12]2[C:20]3[C:15](=[C:16]([F:22])[C:17]([Cl:21])=[CH:18][CH:19]=3)[N:14]([C:28]3[CH:29]=[N:30][N:31]([CH2:33][CH2:34][CH3:35])[CH:32]=3)[C:13]=2[CH3:23])[CH:8]=[CH:7][C:6]=1[O:24][CH3:25])[CH3:2], predict the reactants needed to synthesize it. (7) Given the product [CH3:1][N:2]1[C:10]2[C:5](=[CH:6][C:7]([C:11]([NH:31][S:28]([CH3:27])(=[O:30])=[O:29])=[O:12])=[CH:8][CH:9]=2)[C:4]([C:14]2[NH:26][C:17]3=[N:18][CH:19]=[C:20]4[CH:24]=[N:23][N:22]([CH3:25])[C:21]4=[C:16]3[CH:15]=2)=[CH:3]1, predict the reactants needed to synthesize it. The reactants are: [CH3:1][N:2]1[C:10]2[C:5](=[CH:6][C:7]([C:11](O)=[O:12])=[CH:8][CH:9]=2)[C:4]([C:14]2[NH:26][C:17]3=[N:18][CH:19]=[C:20]4[CH:24]=[N:23][N:22]([CH3:25])[C:21]4=[C:16]3[CH:15]=2)=[CH:3]1.[CH3:27][S:28]([NH2:31])(=[O:30])=[O:29]. (8) Given the product [Cl:30][C:6]1[N:5]([CH3:23])[N:4]=[C:3]([CH:2]([F:1])[F:24])[C:7]=1[S:8][CH2:9][CH:10]1[CH2:11][CH2:12][N:13]([C:16]([O:18][C:19]([CH3:21])([CH3:20])[CH3:22])=[O:17])[CH2:14][CH2:15]1, predict the reactants needed to synthesize it. The reactants are: [F:1][CH:2]([F:24])[C:3]1[C:7]([S:8][CH2:9][CH:10]2[CH2:15][CH2:14][N:13]([C:16]([O:18][C:19]([CH3:22])([CH3:21])[CH3:20])=[O:17])[CH2:12][CH2:11]2)=[CH:6][N:5]([CH3:23])[N:4]=1.[Li]CCCC.[Cl:30]C(Cl)(Cl)C(Cl)(Cl)Cl. (9) The reactants are: [NH:1]1[C:9]2[C:4](=[CH:5][CH:6]=[C:7]([C:10]([O:12][CH3:13])=[O:11])[CH:8]=2)[CH:3]=[CH:2]1.Br[C:15]1[CH:20]=[CH:19][C:18]([CH3:21])=[CH:17][CH:16]=1.CN[C@H]1[C@H](NC)CCCC1.P([O-])([O-])([O-])=O.[K+].[K+].[K+]. Given the product [CH3:21][C:18]1[CH:19]=[CH:20][C:15]([N:1]2[C:9]3[C:4](=[CH:5][CH:6]=[C:7]([C:10]([O:12][CH3:13])=[O:11])[CH:8]=3)[CH:3]=[CH:2]2)=[CH:16][CH:17]=1, predict the reactants needed to synthesize it.